This data is from Reaction yield outcomes from USPTO patents with 853,638 reactions. The task is: Predict the reaction yield, written as a fraction of the theoretical maximum amount of product (1.0 means a 100% yield; for example, 0.34 means a 34% yield). (1) The reactants are [CH3:1][O:2][C:3]1[CH:4]=[C:5]([C:9]2[C:17]3[O:16][CH:15]([CH2:18][NH2:19])[CH2:14][C:13]=3[CH:12]=[CH:11][CH:10]=2)[CH:6]=[CH:7][CH:8]=1.C(N(C(C)C)CC)(C)C.Cl[C:30]([O:32][CH2:33][C:34]1[CH:39]=[CH:38][CH:37]=[CH:36][CH:35]=1)=[O:31]. No catalyst specified. The product is [CH3:1][O:2][C:3]1[CH:4]=[C:5]([C:9]2[C:17]3[O:16][CH:15]([CH2:18][NH:19][C:30](=[O:31])[O:32][CH2:33][C:34]4[CH:39]=[CH:38][CH:37]=[CH:36][CH:35]=4)[CH2:14][C:13]=3[CH:12]=[CH:11][CH:10]=2)[CH:6]=[CH:7][CH:8]=1. The yield is 0.900. (2) The reactants are [C:1]([O:5][C:6](=[O:21])[NH:7][CH2:8][CH2:9][CH2:10][CH2:11][C:12]1[CH:17]=[CH:16][C:15]([C:18](=S)[NH2:19])=[CH:14][CH:13]=1)([CH3:4])([CH3:3])[CH3:2].IC.C([O-])(=O)C.[NH4+:28]. The catalyst is C(Cl)Cl. The product is [C:1]([O:5][C:6](=[O:21])[NH:7][CH2:8][CH2:9][CH2:10][CH2:11][C:12]1[CH:17]=[CH:16][C:15]([C:18](=[NH:28])[NH2:19])=[CH:14][CH:13]=1)([CH3:4])([CH3:3])[CH3:2]. The yield is 0.290. (3) The reactants are [CH2:1]([O:3][C:4]([C@:6]1([NH:18][C:19]([O:21][C:22]([CH3:25])([CH3:24])[CH3:23])=[O:20])[CH2:11][C@H:10]([OH:12])[C@@H:9]2[C@H:7]1[C@H:8]2[C:13]([O:15][CH2:16][CH3:17])=[O:14])=[O:5])[CH3:2].N1C=CC=CC=1.[C:32](OC(=O)C)(=[O:34])[CH3:33].C(O)(=O)CC(CC(O)=O)(C(O)=O)O. The catalyst is CN(C1C=CN=CC=1)C.ClCCl. The product is [CH2:1]([O:3][C:4]([C@:6]1([NH:18][C:19]([O:21][C:22]([CH3:23])([CH3:25])[CH3:24])=[O:20])[CH2:11][C@H:10]([O:12][C:32](=[O:34])[CH3:33])[C@@H:9]2[C@H:7]1[C@H:8]2[C:13]([O:15][CH2:16][CH3:17])=[O:14])=[O:5])[CH3:2]. The yield is 0.750. (4) The reactants are [N:1]1([CH2:14][C:15]([NH:17][C@H:18]([C:28]2[C:33]([C:34]3[CH:35]=[CH:36][C:37]([F:43])=[C:38]([CH:42]=3)[C:39]([NH2:41])=[O:40])=[CH:32][CH:31]=[CH:30][N:29]=2)[CH2:19][C:20]2[CH:25]=[C:24]([F:26])[CH:23]=[C:22]([F:27])[CH:21]=2)=[O:16])[C:9]2[C:4](=[CH:5][CH:6]=[C:7]3C=CC=[CH:10][C:8]3=2)[CH:3]=[CH:2]1.N1C2C(=CC=C3C=CC=CC3=2)C=C1. No catalyst specified. The product is [F:27][C:22]1[CH:21]=[C:20]([CH2:19][C@@H:18]([C:28]2[C:33]([C:34]3[CH:35]=[CH:36][C:37]([F:43])=[C:38]([CH:42]=3)[C:39]([NH2:41])=[O:40])=[CH:32][CH:31]=[CH:30][N:29]=2)[NH:17][C:15](=[O:16])[CH2:14][N:1]2[C:5]3[C:4](=[CH:9][C:8]([CH3:10])=[CH:7][CH:6]=3)[CH:3]=[CH:2]2)[CH:25]=[C:24]([F:26])[CH:23]=1. The yield is 0.180.